From a dataset of Forward reaction prediction with 1.9M reactions from USPTO patents (1976-2016). Predict the product of the given reaction. Given the reactants [CH2:1]([O:8][C:9]([NH:11][CH2:12][C@@H:13]([C:22]([OH:24])=O)[NH:14][C:15]([O:17][C:18]([CH3:21])([CH3:20])[CH3:19])=[O:16])=[O:10])[C:2]1[CH:7]=[CH:6][CH:5]=[CH:4][CH:3]=1.C1(NC2CCCCC2)CCCCC1.[C:38]([O:42][C:43](=[O:48])[NH:44][CH2:45][CH2:46][NH2:47])([CH3:41])([CH3:40])[CH3:39].C(Cl)CCl.C1C=CC2N(O)N=NC=2C=1, predict the reaction product. The product is: [CH2:1]([O:8][C:9](=[O:10])[NH:11][CH2:12][C@H:13]([NH:14][C:15]([O:17][C:18]([CH3:19])([CH3:20])[CH3:21])=[O:16])[C:22]([NH:47][CH2:46][CH2:45][NH:44][C:43]([O:42][C:38]([CH3:41])([CH3:40])[CH3:39])=[O:48])=[O:24])[C:2]1[CH:3]=[CH:4][CH:5]=[CH:6][CH:7]=1.